This data is from Catalyst prediction with 721,799 reactions and 888 catalyst types from USPTO. The task is: Predict which catalyst facilitates the given reaction. (1) Reactant: O.[OH-].[Li+].[N:4]1[C:13]2[C:8](=[CH:9][C:10]([C:14]3([C:17]4[N:21]5[N:22]=[C:23]([C:26]6[CH:35]=[CH:34][C:29]([C:30]([O:32]C)=[O:31])=[CH:28][CH:27]=6)[CH:24]=[N:25][C:20]5=[N:19][CH:18]=4)[CH2:16][CH2:15]3)=[CH:11][CH:12]=2)[CH:7]=[CH:6][CH:5]=1.O.Cl. Product: [N:4]1[C:13]2[C:8](=[CH:9][C:10]([C:14]3([C:17]4[N:21]5[N:22]=[C:23]([C:26]6[CH:35]=[CH:34][C:29]([C:30]([OH:32])=[O:31])=[CH:28][CH:27]=6)[CH:24]=[N:25][C:20]5=[N:19][CH:18]=4)[CH2:15][CH2:16]3)=[CH:11][CH:12]=2)[CH:7]=[CH:6][CH:5]=1. The catalyst class is: 36. (2) Reactant: [Cl:1][C:2]1[CH:7]=[CH:6][C:5]([N:8]2[CH2:13][CH2:12][C:11](=O)[CH2:10][CH2:9]2)=[CH:4][C:3]=1[NH:15][C@@H:16]([C:18]1[CH:23]=[CH:22][C:21]([Cl:24])=[CH:20][C:19]=1[Cl:25])[CH3:17].[C:26]([O:30][C:31]([NH:33][CH:34]1[CH2:38][CH2:37][NH:36][CH2:35]1)=[O:32])([CH3:29])([CH3:28])[CH3:27].[BH-](OC(C)=O)(OC(C)=O)OC(C)=O.[Na+]. Product: [Cl:1][C:2]1[CH:7]=[CH:6][C:5]([N:8]2[CH2:13][CH2:12][CH:11]([N:36]3[CH2:37][CH2:38][CH:34]([NH:33][C:31](=[O:32])[O:30][C:26]([CH3:28])([CH3:27])[CH3:29])[CH2:35]3)[CH2:10][CH2:9]2)=[CH:4][C:3]=1[NH:15][C@@H:16]([C:18]1[CH:23]=[CH:22][C:21]([Cl:24])=[CH:20][C:19]=1[Cl:25])[CH3:17]. The catalyst class is: 68. (3) Reactant: [Cl:1][C:2]1[N:3]=[CH:4][C:5]2[NH:10][CH:9]=[CH:8][C:6]=2[N:7]=1.C1C(=O)N([Br:18])C(=O)C1. Product: [Br:18][C:8]1[C:6]2[N:7]=[C:2]([Cl:1])[N:3]=[CH:4][C:5]=2[NH:10][CH:9]=1. The catalyst class is: 31. (4) Reactant: Cl.Cl[C:3]1[N:12]=[C:11]([N:13]([C:15]2[CH:20]=[CH:19][C:18]([O:21][CH3:22])=[CH:17][CH:16]=2)[CH3:14])[C:10]2[C:5](=[CH:6][CH:7]=[CH:8][CH:9]=2)[N:4]=1.[CH2:23]([N:25]([CH:29]([CH3:31])C)[CH:26]([CH3:28])[CH3:27])C.[CH3:32][NH:33][CH2:34][CH2:35][CH2:36][NH2:37]. The catalyst class is: 51. Product: [CH3:22][O:21][C:18]1[CH:19]=[CH:20][C:15]([N:13]([CH3:14])[C:11]2[C:10]3[C:5](=[CH:6][CH:7]=[CH:8][CH:9]=3)[N:4]=[C:3]([NH:37][CH2:36][CH2:35][CH2:34][N:33]([C:3]3[N:12]=[C:29]([N:25]([C:26]4[CH:27]=[CH:17][C:18]([O:21][CH3:22])=[CH:19][CH:28]=4)[CH3:23])[C:31]4[C:5](=[CH:6][CH:7]=[CH:8][CH:9]=4)[N:4]=3)[CH3:32])[N:12]=2)=[CH:16][CH:17]=1.[NH4+:4].[OH-:21]. (5) Reactant: [Cl:1][C:2]1[CH:3]=[CH:4][C:5]2[S:14][C:13]3[CH:12]=[CH:11][N:10]=[C:9]([OH:15])[C:8]=3[C:6]=2[CH:7]=1.[Br:16]Br.O. Product: [Br:16][C:12]1[C:13]2[S:14][C:5]3[CH:4]=[CH:3][C:2]([Cl:1])=[CH:7][C:6]=3[C:8]=2[C:9]([OH:15])=[N:10][CH:11]=1. The catalyst class is: 52. (6) The catalyst class is: 7. Reactant: [F:1][C:2]1[CH:7]=[CH:6][N:5]=[C:4]([C:8](OC)=[O:9])[CH:3]=1.[H-].[Al+3].[Li+].[H-].[H-].[H-].O. Product: [F:1][C:2]1[CH:7]=[CH:6][N:5]=[C:4]([CH2:8][OH:9])[CH:3]=1.